Dataset: Reaction yield outcomes from USPTO patents with 853,638 reactions. Task: Predict the reaction yield, written as a fraction of the theoretical maximum amount of product (1.0 means a 100% yield; for example, 0.34 means a 34% yield). (1) The reactants are COC1C=CC([CH2:7][N:8](C)[C:9]2[CH:18]=[C:17]3[C:12]([CH:13]=[C:14]([C:23]4[CH:28]=[C:27]([NH2:29])[C:26]([F:30])=[CH:25][C:24]=4[CH3:31])[C:15](=[O:22])[N:16]3[CH:19]([CH3:21])[CH3:20])=[CH:11][N:10]=2)=CC=1.C(O)(C(F)(F)F)=O. The catalyst is C(Cl)Cl. The product is [NH2:29][C:27]1[C:26]([F:30])=[CH:25][C:24]([CH3:31])=[C:23]([C:14]2[C:15](=[O:22])[N:16]([CH:19]([CH3:20])[CH3:21])[C:17]3[C:12]([CH:13]=2)=[CH:11][N:10]=[C:9]([NH:8][CH3:7])[CH:18]=3)[CH:28]=1. The yield is 0.668. (2) The reactants are Br[C:2]1[CH:3]=[C:4]([NH:10][C:11]2[O:12][C:13]([CH3:16])=[CH:14][N:15]=2)[C:5](=[O:9])[N:6]([CH3:8])[CH:7]=1.[C:17]([O:20][CH2:21][C:22]1[C:23]([N:37]2[CH2:48][CH2:47][N:46]3[C:39](=[CH:40][C:41]4[CH2:42][C:43]([CH3:50])([CH3:49])[CH2:44][C:45]=43)[C:38]2=[O:51])=[N:24][CH:25]=[CH:26][C:27]=1B1OC(C)(C)C(C)(C)O1)(=[O:19])[CH3:18].[O-]P([O-])([O-])=O.[K+].[K+].[K+].C([O-])(=O)C.[Na+]. The catalyst is C1C=CC(P(C2C=CC=CC=2)[C-]2C=CC=C2)=CC=1.C1C=CC(P(C2C=CC=CC=2)[C-]2C=CC=C2)=CC=1.Cl[Pd]Cl.[Fe+2].C(#N)C.O. The product is [C:17]([O:20][CH2:21][C:22]1[C:23]([N:37]2[CH2:48][CH2:47][N:46]3[C:39](=[CH:40][C:41]4[CH2:42][C:43]([CH3:50])([CH3:49])[CH2:44][C:45]=43)[C:38]2=[O:51])=[N:24][CH:25]=[CH:26][C:27]=1[C:2]1[CH:3]=[C:4]([NH:10][C:11]2[O:12][C:13]([CH3:16])=[CH:14][N:15]=2)[C:5](=[O:9])[N:6]([CH3:8])[CH:7]=1)(=[O:19])[CH3:18]. The yield is 0.340. (3) The reactants are [Cl:1][C:2]1(C2C=CC=C(C(=O)NC)C=2)[CH:7]=[CH:6][C:5]([NH:8][C:9]([NH:11][C:12]2[CH:17]=[CH:16][CH:15]=[CH:14][C:13]=2[C:18]([F:21])([F:20])[F:19])=[O:10])=[C:4](NC(O)=O)[CH2:3]1.[CH3:36][NH:37][C:38]([C:40]1[CH:41]=[C:42]([CH:44]=[CH:45][CH:46]=1)[NH2:43])=[O:39].C1C=CC2N(O)N=NC=2C=1.O.CN1CC[O:62][CH2:61]C1.CCN=C=NCCCN(C)C.Cl. The catalyst is CN(C=O)C.O. The product is [Cl:1][C:2]1([C:61](=[O:62])[NH:43][C:42]2[CH:44]=[CH:45][CH:46]=[C:40]([C:38](=[O:39])[NH:37][CH3:36])[CH:41]=2)[CH:7]=[CH:6][C:5]([NH:8][C:9]([NH:11][C:12]2[CH:17]=[CH:16][CH:15]=[CH:14][C:13]=2[C:18]([F:21])([F:19])[F:20])=[O:10])=[CH:4][CH2:3]1. The yield is 0.410. (4) The reactants are [OH:1][C:2]1[CH:15]=[CH:14][C:5]2[C@H:6]([CH2:9][C:10]([O:12][CH3:13])=[O:11])[CH2:7][O:8][C:4]=2[CH:3]=1.[F:16][C:17]1[C:18]([CH3:40])=[C:19]([C:32]2[CH:37]=[CH:36][CH:35]=[C:34]([CH2:38]O)[CH:33]=2)[C:20]([CH3:31])=[CH:21][C:22]=1[O:23][CH2:24][CH2:25][CH2:26][S:27]([CH3:30])(=[O:29])=[O:28].C(P(CCCC)CCCC)CCC.N(C(N1CCCCC1)=O)=NC(N1CCCCC1)=O. The catalyst is CCCCCC.O1CCCC1.C1(C)C=CC=CC=1. The product is [F:16][C:17]1[C:18]([CH3:40])=[C:19]([C:32]2[CH:37]=[CH:36][CH:35]=[C:34]([CH2:38][O:1][C:2]3[CH:15]=[CH:14][C:5]4[C@H:6]([CH2:9][C:10]([O:12][CH3:13])=[O:11])[CH2:7][O:8][C:4]=4[CH:3]=3)[CH:33]=2)[C:20]([CH3:31])=[CH:21][C:22]=1[O:23][CH2:24][CH2:25][CH2:26][S:27]([CH3:30])(=[O:29])=[O:28]. The yield is 0.770.